From a dataset of Full USPTO retrosynthesis dataset with 1.9M reactions from patents (1976-2016). Predict the reactants needed to synthesize the given product. (1) Given the product [ClH:22].[CH2:1]([S:8]([C:11]1[CH:12]=[CH:13][C:14]([CH2:15][NH2:16])=[CH:20][CH:21]=1)(=[O:10])=[O:9])[C:2]1[CH:7]=[CH:6][CH:5]=[CH:4][CH:3]=1, predict the reactants needed to synthesize it. The reactants are: [CH2:1]([S:8]([C:11]1[CH:21]=[CH:20][C:14]([CH2:15][NH:16]C(=O)C)=[CH:13][CH:12]=1)(=[O:10])=[O:9])[C:2]1[CH:7]=[CH:6][CH:5]=[CH:4][CH:3]=1.[ClH:22]. (2) Given the product [CH3:1][O:2][C:3]1[CH:11]=[C:10]2[C:6]([C:7]([CH2:18][C:19]3[N:24]=[C:23]([C:25]4[NH:26][C:29](=[S:30])[O:28][N:27]=4)[CH:22]=[CH:21][CH:20]=3)=[C:8]([C:12]3[CH:13]=[CH:14][CH:15]=[CH:16][CH:17]=3)[NH:9]2)=[CH:5][CH:4]=1, predict the reactants needed to synthesize it. The reactants are: [CH3:1][O:2][C:3]1[CH:11]=[C:10]2[C:6]([C:7]([CH2:18][C:19]3[N:24]=[C:23]([C:25](=[N:27][OH:28])[NH2:26])[CH:22]=[CH:21][CH:20]=3)=[C:8]([C:12]3[CH:17]=[CH:16][CH:15]=[CH:14][CH:13]=3)[NH:9]2)=[CH:5][CH:4]=1.[C:29](N1C=CN=C1)(N1C=CN=C1)=[S:30].C1CCN2C(=NCCC2)CC1. (3) Given the product [CH2:16]([O:23][C:24]1[CH:25]=[CH:26][C:27]([C:30]2[N:15]([CH2:14][CH2:13][CH2:12][C:9]3[CH:8]=[CH:7][C:6]([CH2:1][CH2:2][CH2:3][CH2:4][CH3:5])=[CH:11][CH:10]=3)[C:33]([CH3:34])=[CH:32][CH:31]=2)=[CH:28][CH:29]=1)[C:17]1[CH:18]=[CH:19][CH:20]=[CH:21][CH:22]=1, predict the reactants needed to synthesize it. The reactants are: [CH2:1]([C:6]1[CH:11]=[CH:10][C:9]([CH2:12][CH2:13][CH2:14][NH2:15])=[CH:8][CH:7]=1)[CH2:2][CH2:3][CH2:4][CH3:5].[CH2:16]([O:23][C:24]1[CH:29]=[CH:28][C:27]([C:30](=O)[CH2:31][CH2:32][C:33](=O)[CH3:34])=[CH:26][CH:25]=1)[C:17]1[CH:22]=[CH:21][CH:20]=[CH:19][CH:18]=1.O.C1(C)C=CC(S(O)(=O)=O)=CC=1. (4) Given the product [Cl:30][C:27]1[CH:28]=[CH:29][C:24]([C:22]([N:19]2[CH2:18][CH2:17][CH:16]([NH:15][CH2:2][C:3]([N:5]3[C@@H:9]([C:10]#[CH:11])[CH2:8][CH2:7][C@H:6]3[C:13]#[N:14])=[O:4])[CH2:21][CH2:20]2)=[O:23])=[CH:25][CH:26]=1, predict the reactants needed to synthesize it. The reactants are: Cl[CH2:2][C:3]([N:5]1[C@@H:9]([C:10]#[C:11]C)[CH2:8][CH2:7][C@H:6]1[C:13]#[N:14])=[O:4].[NH2:15][CH:16]1[CH2:21][CH2:20][N:19]([C:22]([C:24]2[CH:29]=[CH:28][C:27]([Cl:30])=[CH:26][CH:25]=2)=[O:23])[CH2:18][CH2:17]1. (5) Given the product [Cl:1][C:2]1[CH:7]=[C:6]([CH3:8])[CH:5]=[C:4]([Cl:9])[C:3]=1[O:10][CH2:14][CH2:13][OH:12], predict the reactants needed to synthesize it. The reactants are: [Cl:1][C:2]1[CH:7]=[C:6]([CH3:8])[CH:5]=[C:4]([Cl:9])[C:3]=1[OH:10].C1(=O)O[CH2:14][CH2:13][O:12]1.N1C=CN=C1. (6) Given the product [N:14]1([C:9]2[CH:8]=[CH:7][C:6]3[C:11](=[CH:12][CH:13]=[C:4]([NH2:1])[CH:5]=3)[N:10]=2)[CH2:15][CH2:16][CH2:17][CH2:18][CH2:19]1, predict the reactants needed to synthesize it. The reactants are: [N+:1]([C:4]1[CH:5]=[C:6]2[C:11](=[CH:12][CH:13]=1)[N:10]=[C:9]([N:14]1[CH2:19][CH2:18][CH2:17][CH2:16][CH2:15]1)[CH:8]=[CH:7]2)([O-])=O. (7) Given the product [CH3:1][NH:2][C:3]1[CH:4]=[C:5]([C:15]2[CH:16]=[N:17][CH:18]=[C:19]([C:21]3[CH:22]=[N:23][N:24]([CH:26]4[CH2:31][CH2:30][NH:29][CH2:28][CH2:27]4)[CH:25]=3)[CH:20]=2)[CH:6]=[C:7]([C:9]2[CH:14]=[CH:13][N:37]([CH3:36])[N:10]=2)[N:8]=1, predict the reactants needed to synthesize it. The reactants are: [CH3:1][NH:2][C:3]1[N:8]=[C:7]([C:9]2[CH:14]=[CH:13]C=C[N:10]=2)[CH:6]=[C:5]([C:15]2[CH:16]=[N:17][CH:18]=[C:19]([C:21]3[CH:22]=[N:23][N:24]([CH:26]4[CH2:31][CH2:30][NH:29][CH2:28][CH2:27]4)[CH:25]=3)[CH:20]=2)[CH:4]=1.BrC1C=C(C2C=C(C3C=CN(C)N=3)N=C(NC)C=2)[CH:36]=[N:37]C=1. (8) Given the product [CH3:7][C:5]1[S:4][C:3]([C:8]2[CH:9]=[CH:10][N:31]=[C:29]([NH:28][C:17]3[CH:18]=[CH:19][C:20]([N:22]4[CH2:23][CH2:24][O:25][CH2:26][CH2:27]4)=[CH:21][C:16]=3[CH3:15])[N:30]=2)=[C:2]([CH3:1])[N:6]=1, predict the reactants needed to synthesize it. The reactants are: [CH3:1][C:2]1[N:6]=[C:5]([CH3:7])[S:4][C:3]=1/[CH:8]=[CH:9]/[C:10](N(C)C)=O.[CH3:15][C:16]1[CH:21]=[C:20]([N:22]2[CH2:27][CH2:26][O:25][CH2:24][CH2:23]2)[CH:19]=[CH:18][C:17]=1[NH:28][C:29]([NH2:31])=[NH:30].CC#N. (9) The reactants are: [CH3:1][C:2]1[C:6]([C:7]2[N:8]([C:19]3[CH:24]=[CH:23][C:22]([OH:25])=[CH:21][CH:20]=3)[C:9]3[C:14]([C:15]=2C(O)=O)=[CH:13][CH:12]=[CH:11][CH:10]=3)=[C:5]([CH3:26])[O:4][N:3]=1.C1(P(N=[N+]=[N-])(C2C=CC=CC=2)=[O:34])C=CC=CC=1.C([N:46]([CH2:49]C)CC)C.[C:51]([OH:55])([CH3:54])([CH3:53])[CH3:52]. Given the product [C:51]([O:55][C:49](=[O:34])[NH:46][C:15]1[C:14]2[C:9](=[CH:10][CH:11]=[CH:12][CH:13]=2)[N:8]([C:19]2[CH:24]=[CH:23][C:22]([OH:25])=[CH:21][CH:20]=2)[C:7]=1[C:6]1[C:2]([CH3:1])=[N:3][O:4][C:5]=1[CH3:26])([CH3:54])([CH3:53])[CH3:52], predict the reactants needed to synthesize it. (10) Given the product [ClH:23].[OH:2][C:3]1[N:4]=[C:5]2[C:10](=[CH:11][CH:12]=1)[N:9]=[CH:8][CH:7]=[C:6]2[C:13]1[CH:14]=[C:15]([S:19]([NH2:22])(=[O:21])=[O:20])[CH:16]=[CH:17][CH:18]=1, predict the reactants needed to synthesize it. The reactants are: C[O:2][C:3]1[N:4]=[C:5]2[C:10](=[CH:11][CH:12]=1)[N:9]=[CH:8][CH:7]=[C:6]2[C:13]1[CH:14]=[C:15]([S:19]([NH2:22])(=[O:21])=[O:20])[CH:16]=[CH:17][CH:18]=1.[ClH:23].